This data is from Full USPTO retrosynthesis dataset with 1.9M reactions from patents (1976-2016). The task is: Predict the reactants needed to synthesize the given product. (1) The reactants are: [Cl:1][C:2]1[CH:3]=[CH:4][C:5]2[C:6]3[C:14](=[O:15])[NH:13][CH:12]=[CH:11][C:7]=3[NH:8][C:9]=2[CH:10]=1.C1C(=O)N([Br:23])C(=O)C1. Given the product [Br:23][C:11]1[C:7]2[NH:8][C:9]3[CH:10]=[C:2]([Cl:1])[CH:3]=[CH:4][C:5]=3[C:6]=2[C:14](=[O:15])[NH:13][CH:12]=1, predict the reactants needed to synthesize it. (2) Given the product [ClH:2].[Cl:15][C:11]1[CH:10]=[C:9]([C:7]2[N:6]=[C:5]3[CH2:16][CH2:17][CH2:18][C:4]3=[C:3]([NH:27][C:26]3[CH:25]=[CH:24][C:23]([CH2:22][CH2:21][O:20][CH3:19])=[CH:29][CH:28]=3)[CH:8]=2)[CH:14]=[CH:13][CH:12]=1, predict the reactants needed to synthesize it. The reactants are: Cl.[Cl:2][C:3]1[CH:8]=[C:7]([C:9]2[CH:14]=[CH:13][CH:12]=[C:11]([Cl:15])[CH:10]=2)[N:6]=[C:5]2[CH2:16][CH2:17][CH2:18][C:4]=12.[CH3:19][O:20][CH2:21][CH2:22][C:23]1[CH:29]=[CH:28][C:26]([NH2:27])=[CH:25][CH:24]=1. (3) Given the product [Br:1][C:2]1[CH:7]=[C:6]([F:8])[CH:5]=[CH:4][C:3]=1[N:9]1[C:14]([CH3:15])=[CH:13][CH:12]=[C:11]([C:16]([OH:36])=[O:42])[C:10]1=[O:18], predict the reactants needed to synthesize it. The reactants are: [Br:1][C:2]1[CH:7]=[C:6]([F:8])[CH:5]=[CH:4][C:3]=1[N:9]1[C:14]([CH3:15])=[CH:13][CH:12]=[C:11]([C:16]#N)[C:10]1=[O:18].BrC1C=C(F)C=CC=1N1C=CC(C)=C(C#N)C1=[O:36].S(=O)(=O)(O)O.[OH-:42].[Na+].